Dataset: Catalyst prediction with 721,799 reactions and 888 catalyst types from USPTO. Task: Predict which catalyst facilitates the given reaction. (1) Reactant: [CH3:1][O:2][C:3]([C:5]1[CH:6]=[C:7]2[C:11](=[CH:12][CH:13]=1)[NH:10][CH:9]=[C:8]2[CH2:14]N(C)C)=[O:4].CI.[C-:20]#[N:21].[Na+]. Product: [CH3:1][O:2][C:3]([C:5]1[CH:6]=[C:7]2[C:11](=[CH:12][CH:13]=1)[NH:10][CH:9]=[C:8]2[CH2:14][C:20]#[N:21])=[O:4]. The catalyst class is: 20. (2) Reactant: [Br:1][C:2]1[CH:3]=[C:4]([CH:9]=[C:10]([O:12][C:13]2[CH:18]=[N:17][C:16]([N:19](C(OC(C)(C)C)=O)[CH2:20][CH:21]3[CH2:23][CH2:22]3)=[CH:15][N:14]=2)[CH:11]=1)[C:5]([O:7]C)=[O:6].FC(F)(F)C(O)=O. Product: [Br:1][C:2]1[CH:3]=[C:4]([CH:9]=[C:10]([O:12][C:13]2[CH:18]=[N:17][C:16]([NH:19][CH2:20][CH:21]3[CH2:23][CH2:22]3)=[CH:15][N:14]=2)[CH:11]=1)[C:5]([OH:7])=[O:6]. The catalyst class is: 4. (3) Reactant: [NH2:1][C@H:2]1[C:10]2[C:5](=[CH:6][CH:7]=[CH:8][CH:9]=2)[CH2:4][C@H:3]1[OH:11].C(N(CC)CC)C.Cl[CH2:20][CH2:21][N:22]([CH2:33][CH2:34]Cl)[S:23]([C:26]1[CH:31]=[CH:30][C:29]([CH3:32])=[CH:28][CH:27]=1)(=[O:25])=[O:24]. Product: [CH3:32][C:29]1[CH:30]=[CH:31][C:26]([S:23]([N:22]2[CH2:21][CH2:20][N:1]([C@H:2]3[C:10]4[C:5](=[CH:6][CH:7]=[CH:8][CH:9]=4)[CH2:4][C@H:3]3[OH:11])[CH2:34][CH2:33]2)(=[O:25])=[O:24])=[CH:27][CH:28]=1. The catalyst class is: 9. (4) Reactant: [CH2:1]([NH:5][C:6](=[O:21])[O:7][CH:8]1[CH2:13][CH2:12][N:11](CC2C=CC=CC=2)[CH2:10][CH2:9]1)[CH2:2][CH2:3][CH3:4]. Product: [CH2:1]([NH:5][C:6](=[O:21])[O:7][CH:8]1[CH2:13][CH2:12][NH:11][CH2:10][CH2:9]1)[CH2:2][CH2:3][CH3:4]. The catalyst class is: 29. (5) Reactant: [CH:1]#[C:2][CH2:3][CH2:4][CH2:5][CH2:6][CH3:7].CC(C[AlH]CC(C)C)C.Cl[Si:18]1([CH3:22])[CH2:21][CH2:20][CH2:19]1.O. Product: [CH3:22][Si:18]1([C:1]#[C:2][CH2:3][CH2:4][CH2:5][CH2:6][CH3:7])[CH2:21][CH2:20][CH2:19]1. The catalyst class is: 81. (6) Reactant: Cl[CH2:2][CH2:3][CH2:4][CH2:5][CH:6]([C:19]1[NH:23][N:22]=[C:21]([NH:24][C:25]2[CH:30]=[CH:29][C:28]([N:31]3[CH:35]=[N:34][C:33]([CH3:36])=[N:32]3)=[C:27]([F:37])[CH:26]=2)[N:20]=1)[C:7]1[CH:12]=[CH:11][C:10]([O:13][C:14]([F:17])([F:16])[F:15])=[C:9]([F:18])[CH:8]=1.[I-].[Na+].C(N(C(C)C)CC)(C)C. Product: [F:37][C:27]1[CH:26]=[C:25]([NH:24][C:21]2[N:20]=[C:19]3[CH:6]([C:7]4[CH:12]=[CH:11][C:10]([O:13][C:14]([F:17])([F:16])[F:15])=[C:9]([F:18])[CH:8]=4)[CH2:5][CH2:4][CH2:3][CH2:2][N:23]3[N:22]=2)[CH:30]=[CH:29][C:28]=1[N:31]1[CH:35]=[N:34][C:33]([CH3:36])=[N:32]1. The catalyst class is: 21. (7) Reactant: [C:1]1([S:7]([N:10]2[C:25]([CH:26]=[CH2:27])=[C:14]3[CH2:15][CH:16]([N:22]([CH3:24])[CH3:23])[C:17]4[CH2:18][O:19][CH:20]=[CH:21][C:12]([C:13]=43)=[CH:11]2)(=[O:9])=[O:8])[CH:6]=[CH:5][CH:4]=[CH:3][CH:2]=1. Product: [C:1]1([S:7]([N:10]2[C:25]([CH2:26][CH3:27])=[C:14]3[CH2:15][CH:16]([N:22]([CH3:23])[CH3:24])[C:17]4[CH2:18][O:19][CH:20]=[CH:21][C:12]([C:13]=43)=[CH:11]2)(=[O:9])=[O:8])[CH:6]=[CH:5][CH:4]=[CH:3][CH:2]=1. The catalyst class is: 541.